From a dataset of Reaction yield outcomes from USPTO patents with 853,638 reactions. Predict the reaction yield, written as a fraction of the theoretical maximum amount of product (1.0 means a 100% yield; for example, 0.34 means a 34% yield). (1) The reactants are [N:1]([CH2:4][C:5]1[CH:6]=[C:7]([CH:30]=[C:31]([O:33][C:34]2[CH:39]=[CH:38][C:37]([F:40])=[CH:36][CH:35]=2)[CH:32]=1)[CH2:8][N:9]([CH2:22][C:23]1[CH:28]=[CH:27][C:26]([F:29])=[CH:25][CH:24]=1)[S:10]([C:13]1[CH:18]=[C:17]([Cl:19])[CH:16]=[C:15]([Cl:20])[C:14]=1[OH:21])(=[O:12])=[O:11])=[N+]=[N-].C1(C)C=CC=CC=1. The catalyst is CCOC(C)=O.CO.[OH-].[OH-].[Pd+2]. The product is [NH2:1][CH2:4][C:5]1[CH:6]=[C:7]([CH:30]=[C:31]([O:33][C:34]2[CH:35]=[CH:36][C:37]([F:40])=[CH:38][CH:39]=2)[CH:32]=1)[CH2:8][N:9]([CH2:22][C:23]1[CH:24]=[CH:25][C:26]([F:29])=[CH:27][CH:28]=1)[S:10]([C:13]1[CH:18]=[C:17]([Cl:19])[CH:16]=[C:15]([Cl:20])[C:14]=1[OH:21])(=[O:12])=[O:11]. The yield is 0.920. (2) The reactants are [Cl:1][C:2]1[CH:7]=[CH:6][C:5]([C:8]2[N:12]([C:13]3[CH:18]=[CH:17][C:16]([S:19]([NH2:22])(=[O:21])=[O:20])=[CH:15][CH:14]=3)[N:11]=[C:10](CC#N)[CH:9]=2)=[CH:4][CH:3]=1.Cl.[Li+].[OH-:28].[CH2:29]([OH:31])[CH3:30]. The catalyst is O. The product is [NH2:22][S:19]([C:16]1[CH:17]=[CH:18][C:13]([N:12]2[C:8]([C:5]3[CH:6]=[CH:7][C:2]([Cl:1])=[CH:3][CH:4]=3)=[CH:9][C:10]([CH2:30][C:29]([OH:28])=[O:31])=[N:11]2)=[CH:14][CH:15]=1)(=[O:21])=[O:20]. The yield is 0.760. (3) The reactants are [NH:1]1[C:9](=[O:10])[C:8]2[C:4]([N:5]=[CH:6][N:7]=2)=[N:3][C:2]1=[N:11][NH2:12].[CH3:13][O:14][C:15]1[CH:20]=[CH:19][C:18]([C:21]2[O:25][N:24]=[C:23]([CH2:26][CH2:27][CH:28]=O)[N:22]=2)=[CH:17][CH:16]=1. The catalyst is C(O)C. The product is [CH3:13][O:14][C:15]1[CH:16]=[CH:17][C:18]([C:21]2[O:25][N:24]=[C:23]([CH2:26][CH2:27][C:28]3[N:1]4[C:9](=[O:10])[C:8]5[NH:7][CH:6]=[N:5][C:4]=5[N:3]([CH2:17][CH2:16][CH2:15][CH2:20][CH3:19])[C:2]4=[N:11][N:12]=3)[N:22]=2)=[CH:19][CH:20]=1. The yield is 0.640. (4) The product is [F:35][C:10]1[CH:11]=[C:12]2[C:7](=[CH:8][CH:9]=1)[CH:6]=[C:5]([CH2:4][C:3]([OH:36])=[O:2])[C:14]([CH3:15])=[C:13]2[CH:16]1[CH2:21][CH2:20][N:19]([S:22]([C:25]2[CH:30]=[CH:29][CH:28]=[C:27]([C:31]([F:32])([F:34])[F:33])[CH:26]=2)(=[O:24])=[O:23])[CH2:18][CH2:17]1. The yield is 0.910. The reactants are C[O:2][C:3](=[O:36])[CH2:4][C:5]1[C:14]([CH3:15])=[C:13]([CH:16]2[CH2:21][CH2:20][N:19]([S:22]([C:25]3[CH:30]=[CH:29][CH:28]=[C:27]([C:31]([F:34])([F:33])[F:32])[CH:26]=3)(=[O:24])=[O:23])[CH2:18][CH2:17]2)[C:12]2[C:7](=[CH:8][CH:9]=[C:10]([F:35])[CH:11]=2)[CH:6]=1.O.[OH-].[Li+]. The catalyst is C1COCC1.O.